This data is from Experimentally validated miRNA-target interactions with 360,000+ pairs, plus equal number of negative samples. The task is: Binary Classification. Given a miRNA mature sequence and a target amino acid sequence, predict their likelihood of interaction. (1) The miRNA is cel-miR-48-5p with sequence UGAGGUAGGCUCAGUAGAUGCGA. The protein sequence of the target gene is MGKAAALSRGGGCAGRSRGLSSLFTVVPCLSCHTAAPGMNSSAFGSGPASKPQLQPVQAPERELLSKQVCQPISEPASRSEPGSQTTSVPRPSGVGQESELQGLWPGSENGTRSVSIIKASPELAMPSPLQSTVGSLPVTKPESKLVPKTQSFLRQGQAKISVGTPVSGIGVQMVSPPLDSYKGWLLKWTNYLKGYQRRWFVLGNGLLSYYRNQGEMAHTCRATINLASTHFETEDSCGILLCNGARTYHLKASSEVDRQHWITALELAKAKAIRVMKTQSDDSGDDDEEPAAPADNSEL.... Result: 0 (no interaction). (2) The miRNA is hsa-miR-6089 with sequence GGAGGCCGGGGUGGGGCGGGGCGG. The protein sequence of the target gene is MAEGSRIPQARALLQQCLHARLQIRPADGDVAAQWVEVQRGLVIYVCFFKGADKELLPKMVNTLLNVKLSETENGKHVSILDLPGNILIIPQATLGGRLKGRNMQYHSNSGKEEGFELYSQFVTLCEKEVAANSKCAEARVVVEHGTYGNRQVLKLDTNGPFTHLIEF. Result: 1 (interaction). (3) The miRNA is mmu-miR-363-3p with sequence AAUUGCACGGUAUCCAUCUGUA. The protein sequence of the target gene is MSLSMRDPVIPGTSMAYHPFLPHRAPDFAMSAVLGHQPPFFPALTLPPNGAAALSLPGALAKPIMDQLVGAAETGIPFSSLGPQAHLRPLKTMEPEEDVEDDPKVHLEAKELWDQFHKRGTEMVITKSGRRMFPPFKVRCSGLDKKAKYILLMDIIAADDCRYKFHNSRWMVAGKADPEMPKRMYIHPDSPATGEQWMSKVVTFHKLKLTNNISDKHGFTLAFPSDHATWQGNYSFGTQTILNSMHKYQPRFHIVRANDILKLPYSTFRTYLFPETEFIAVTAYQNDKITQLKIDNNPFA.... Result: 1 (interaction).